From a dataset of Reaction yield outcomes from USPTO patents with 853,638 reactions. Predict the reaction yield, written as a fraction of the theoretical maximum amount of product (1.0 means a 100% yield; for example, 0.34 means a 34% yield). (1) The reactants are C(N(CC)CC)C.[C:8](Cl)(=[O:13])[C:9]([CH3:12])([CH3:11])[CH3:10].[NH2:15][C:16]1[CH:24]=[CH:23][C:22]([I:25])=[CH:21][C:17]=1[C:18]([OH:20])=[O:19]. The yield is 1.00. The product is [I:25][C:22]1[CH:23]=[CH:24][C:16]([NH:15][C:8](=[O:13])[C:9]([CH3:12])([CH3:11])[CH3:10])=[C:17]([CH:21]=1)[C:18]([OH:20])=[O:19]. The catalyst is ClCCCl. (2) The reactants are [Na].Cl[C:3]1[CH:4]=[CH:5][C:6]([N+:10]([O-:12])=[O:11])=[C:7]([CH:9]=1)[NH2:8].[CH2:13]([OH:15])[CH3:14]. No catalyst specified. The product is [CH2:13]([O:15][C:3]1[CH:4]=[CH:5][C:6]([N+:10]([O-:12])=[O:11])=[C:7]([CH:9]=1)[NH2:8])[CH3:14]. The yield is 0.940.